Regression. Given a peptide amino acid sequence and an MHC pseudo amino acid sequence, predict their binding affinity value. This is MHC class I binding data. From a dataset of Peptide-MHC class I binding affinity with 185,985 pairs from IEDB/IMGT. (1) The peptide sequence is ASEFSSLPSY. The MHC is HLA-A26:01 with pseudo-sequence HLA-A26:01. The binding affinity (normalized) is 0.132. (2) The peptide sequence is KLMALELFK. The MHC is HLA-A02:03 with pseudo-sequence HLA-A02:03. The binding affinity (normalized) is 0.0847. (3) The peptide sequence is IEVKFHPIL. The MHC is HLA-B15:01 with pseudo-sequence HLA-B15:01. The binding affinity (normalized) is 0.0847.